From a dataset of Catalyst prediction with 721,799 reactions and 888 catalyst types from USPTO. Predict which catalyst facilitates the given reaction. Reactant: [F:1][C:2]1[CH:13]=[C:12]([OH:14])[C:5]2[O:6][C:7]([CH3:11])([CH3:10])[O:8][CH2:9][C:4]=2[CH:3]=1.C(=O)([O-])[O-].[Cs+].[Cs+].[CH2:21](Br)[C:22]1[CH:27]=[CH:26][CH:25]=[CH:24][CH:23]=1.O. Product: [F:1][C:2]1[CH:13]=[C:12]([O:14][CH2:21][C:22]2[CH:27]=[CH:26][CH:25]=[CH:24][CH:23]=2)[C:5]2[O:6][C:7]([CH3:11])([CH3:10])[O:8][CH2:9][C:4]=2[CH:3]=1. The catalyst class is: 3.